From a dataset of Rat liver microsome stability data. Regression/Classification. Given a drug SMILES string, predict its absorption, distribution, metabolism, or excretion properties. Task type varies by dataset: regression for continuous measurements (e.g., permeability, clearance, half-life) or binary classification for categorical outcomes (e.g., BBB penetration, CYP inhibition). Dataset: rlm. The molecule is COc1cc(C(=O)NC2CCNCC2)ccc1Nc1nc(Nc2ccccc2P(C)(C)=O)c2cc[nH]c2n1. The result is 0 (unstable in rat liver microsomes).